The task is: Predict which catalyst facilitates the given reaction.. This data is from Catalyst prediction with 721,799 reactions and 888 catalyst types from USPTO. (1) Reactant: [NH2:1][C:2]1[CH:11]=[CH:10][CH:9]=[C:8]2[C:3]=1[C:4](=[O:23])[N:5]([C:13]1[CH:18]=[CH:17][CH:16]=[C:15]([C:19]([F:22])([F:21])[F:20])[CH:14]=1)[C:6]([CH3:12])=[N:7]2.CC1(C)[O:29][CH:28]([CH2:30][O:31][C:32]2[N:37]=[C:36]([C:38](O)=[O:39])[CH:35]=[CH:34][CH:33]=2)[CH2:27][O:26]1.CN(C(ON1N=NC2C=CC=NC1=2)=[N+](C)C)C.F[P-](F)(F)(F)(F)F.CCN(C(C)C)C(C)C. Product: [OH:29][CH:28]([CH2:27][OH:26])[CH2:30][O:31][C:32]1[N:37]=[C:36]([C:38]([NH:1][C:2]2[CH:11]=[CH:10][CH:9]=[C:8]3[C:3]=2[C:4](=[O:23])[N:5]([C:13]2[CH:18]=[CH:17][CH:16]=[C:15]([C:19]([F:22])([F:21])[F:20])[CH:14]=2)[C:6]([CH3:12])=[N:7]3)=[O:39])[CH:35]=[CH:34][CH:33]=1. The catalyst class is: 18. (2) Product: [NH2:5][CH:9]1[CH2:14][CH2:13][N:12]([CH2:15][CH2:16][C:17]2[CH:18]=[CH:19][N:20]=[C:21]3[C:26]=2[N:25]([CH3:27])[C:24](=[O:28])[CH:23]=[CH:22]3)[CH2:11][CH2:10]1. The catalyst class is: 4. Reactant: CC([N:5]([CH:9]1[CH2:14][CH2:13][N:12]([CH2:15][CH2:16][C:17]2[C:26]3[N:25]([CH3:27])[C:24](=[O:28])[CH:23]=[CH:22][C:21]=3[N:20]=[CH:19][CH:18]=2)[CH2:11][CH2:10]1)C(=O)[O-])(C)C.FC(F)(F)C(O)=O.CC[NH+](CC)CC.CC[NH+](CC)CC.C([O-])([O-])=O. (3) Reactant: [C:1]([N:8]1[CH2:13][CH2:12][NH:11][CH2:10][CH2:9]1)([O:3][C:4]([CH3:7])([CH3:6])[CH3:5])=[O:2].[F:14][CH:15]([F:24])[O:16][C:17]1[CH:18]=[C:19](Br)[CH:20]=[CH:21][CH:22]=1.C1C=CC(P(C2C=CC3C(=CC=CC=3)C=2C2C3C(=CC=CC=3)C=CC=2P(C2C=CC=CC=2)C2C=CC=CC=2)C2C=CC=CC=2)=CC=1. Product: [CH3:5][C:4]([CH3:7])([O-:3])[CH3:6].[F:14][CH:15]([F:24])[O:16][C:17]1[CH:22]=[C:21]([N:11]2[CH2:10][CH2:9][N:8]([C:1]([OH:3])=[O:2])[CH2:13][CH2:12]2)[CH:20]=[CH:19][CH:18]=1. The catalyst class is: 498. (4) Reactant: [OH:1][C@@H:2]1[C@@H:6]([CH2:7][OH:8])[CH2:5][N:4]([C:9]2[C:28](B3OC(C)(C)C(C)(C)O3)=[CH:27][C:12]([C:13]([NH:15][C:16]3[CH:21]=[CH:20][C:19]([O:22][C:23]([F:26])([F:25])[F:24])=[CH:18][CH:17]=3)=[O:14])=[CH:11][N:10]=2)[CH2:3]1.Br[C:39]1[S:43][CH:42]=[N:41][CH:40]=1.[O-]P([O-])([O-])=O.[K+].[K+].[K+]. Product: [OH:1][C@H:2]1[C@H:6]([CH2:7][OH:8])[CH2:5][N:4]([C:9]2[C:28]([C:39]3[S:43][CH:42]=[N:41][CH:40]=3)=[CH:27][C:12]([C:13]([NH:15][C:16]3[CH:21]=[CH:20][C:19]([O:22][C:23]([F:26])([F:24])[F:25])=[CH:18][CH:17]=3)=[O:14])=[CH:11][N:10]=2)[CH2:3]1. The catalyst class is: 73. (5) Reactant: [CH3:1][C:2]1[CH:7]=[C:6]([CH3:8])[CH:5]=[C:4]([CH3:9])[C:3]=1[N:10]1[CH2:14][CH2:13][NH:12][C:11]1=[NH:15].CC(C)([O-])C.CC(C)([O-])C.CC(C)([O-])C.[Al+3].[Br:32][CH2:33][C:34]([O:36][CH2:37][CH3:38])=[O:35]. Product: [Br-:32].[CH2:37]([O:36][C:34]([CH2:33][N:12]1[CH:13]=[CH:14][N+:10]([C:3]2[C:4]([CH3:9])=[CH:5][C:6]([CH3:8])=[CH:7][C:2]=2[CH3:1])=[C:11]1[NH2:15])=[O:35])[CH3:38]. The catalyst class is: 9. (6) Reactant: [CH2:1]1[CH:9]2[N:4]([CH2:5][CH:6]=[C:7]([C:10]3[C:18]4[C:13](=[CH:14][CH:15]=[N:16][CH:17]=4)[NH:12][CH:11]=3)[CH2:8]2)[CH2:3][CH2:2]1.[CH:19]1[C:28]2[C:23](=[CH:24][CH:25]=[CH:26][CH:27]=2)[CH:22]=[CH:21][C:20]=1[S:29](Cl)(=[O:31])=[O:30].C[Si]([N-][Si](C)(C)C)(C)C.[Na+]. Product: [CH2:1]1[CH:9]2[N:4]([CH2:5][CH:6]=[C:7]([C:10]3[C:18]4[C:13](=[CH:14][CH:15]=[N:16][CH:17]=4)[N:12]([S:29]([C:20]4[CH:21]=[CH:22][C:23]5[C:28](=[CH:27][CH:26]=[CH:25][CH:24]=5)[CH:19]=4)(=[O:31])=[O:30])[CH:11]=3)[CH2:8]2)[CH2:3][CH2:2]1. The catalyst class is: 1. (7) Reactant: I.[Br:2][C:3]1[CH:4]=[C:5]2[C:10]([NH:11][C@H:12]3[C@@H:16]([O:17][CH3:18])[CH2:15][NH:14][CH2:13]3)=[C:9]([C:19]([NH2:21])=[O:20])[CH:8]=[N:7][N:6]2[CH:22]=1.[C:23]([C:25]1([C:28](O)=[O:29])[CH2:27][CH2:26]1)#[N:24].F[P-](F)(F)(F)(F)F.N1(O[P+](N(C)C)(N(C)C)N(C)C)C2C=CC=CC=2N=N1.CCN(C(C)C)C(C)C. Product: [Br:2][C:3]1[CH:4]=[C:5]2[C:10]([NH:11][C@H:12]3[C@@H:16]([O:17][CH3:18])[CH2:15][N:14]([C:28]([C:25]4([C:23]#[N:24])[CH2:27][CH2:26]4)=[O:29])[CH2:13]3)=[C:9]([C:19]([NH2:21])=[O:20])[CH:8]=[N:7][N:6]2[CH:22]=1. The catalyst class is: 18.